The task is: Predict the reaction yield, written as a fraction of the theoretical maximum amount of product (1.0 means a 100% yield; for example, 0.34 means a 34% yield).. This data is from Reaction yield outcomes from USPTO patents with 853,638 reactions. The reactants are [Cl:1][C:2]1[CH:7]=[C:6]([N+:8]([O-:10])=[O:9])[CH:5]=[CH:4][C:3]=1[OH:11].C(=O)([O-])[O-].[K+].[K+].[F:18][C:19]1[CH:20]=[C:21]([CH:24]=[CH:25][CH:26]=1)[CH2:22]Br. The catalyst is CC(C)=O. The product is [Cl:1][C:2]1[CH:7]=[C:6]([N+:8]([O-:10])=[O:9])[CH:5]=[CH:4][C:3]=1[O:11][CH2:22][C:21]1[CH:24]=[CH:25][CH:26]=[C:19]([F:18])[CH:20]=1. The yield is 0.950.